This data is from CYP2C9 inhibition data for predicting drug metabolism from PubChem BioAssay. The task is: Regression/Classification. Given a drug SMILES string, predict its absorption, distribution, metabolism, or excretion properties. Task type varies by dataset: regression for continuous measurements (e.g., permeability, clearance, half-life) or binary classification for categorical outcomes (e.g., BBB penetration, CYP inhibition). Dataset: cyp2c9_veith. (1) The result is 1 (inhibitor). The compound is Cc1ccc(-c2cc(C(=O)NCc3ccco3)c3ccccc3n2)s1. (2) The result is 0 (non-inhibitor). The compound is COc1ccc(-c2nc3cnc(N4CCOCC4)nc3n(-c3ccccc3)c2=O)cc1.